The task is: Predict which catalyst facilitates the given reaction.. This data is from Catalyst prediction with 721,799 reactions and 888 catalyst types from USPTO. (1) Reactant: [C:1]([C:4]1[CH:5]=[C:6]([Br:13])[CH:7]=[CH:8][C:9]=1[N+:10]([O-:12])=[O:11])(=[O:3])[CH3:2].[BH4-].[Na+]. Product: [Br:13][C:6]1[CH:7]=[CH:8][C:9]([N+:10]([O-:12])=[O:11])=[C:4]([CH:1]([OH:3])[CH3:2])[CH:5]=1. The catalyst class is: 6. (2) The catalyst class is: 39. Reactant: [OH:1][C:2]1[C:3]([CH3:15])=[C:4]2[C:9](=[C:10]([CH3:13])[C:11]=1[CH3:12])[O:8][C:7](=[O:14])[CH2:6][CH2:5]2.[CH:16]([Si:19](Cl)([CH:23]([CH3:25])[CH3:24])[CH:20]([CH3:22])[CH3:21])([CH3:18])[CH3:17].N1C=CN=C1. Product: [CH3:15][C:3]1[C:2]([O:1][Si:19]([CH:23]([CH3:25])[CH3:24])([CH:20]([CH3:22])[CH3:21])[CH:16]([CH3:18])[CH3:17])=[C:11]([CH3:12])[C:10]([CH3:13])=[C:9]2[C:4]=1[CH2:5][CH2:6][C:7](=[O:14])[O:8]2. (3) Reactant: [Cl:1][C:2]1[C:10]2[N:9]=[C:8]3[N:11]([C:15]4[CH:20]=[CH:19][C:18]([Cl:21])=[CH:17][C:16]=4[Cl:22])[CH2:12][CH2:13][CH2:14][N:7]3[C:6]=2[C:5]([CH:23]([NH2:26])[CH2:24][CH3:25])=[CH:4][CH:3]=1.C(N(C(C)C)C(C)C)C.FC(F)(F)S(O[CH2:42][C:43]([F:46])([F:45])[F:44])(=O)=O.O. Product: [Cl:1][C:2]1[C:10]2[N:9]=[C:8]3[N:11]([C:15]4[CH:20]=[CH:19][C:18]([Cl:21])=[CH:17][C:16]=4[Cl:22])[CH2:12][CH2:13][CH2:14][N:7]3[C:6]=2[C:5]([CH:23]([NH:26][CH2:42][C:43]([F:46])([F:45])[F:44])[CH2:24][CH3:25])=[CH:4][CH:3]=1. The catalyst class is: 9. (4) Reactant: C([O:8][CH2:9][CH2:10][CH2:11][CH2:12][CH2:13][CH2:14][CH2:15][CH2:16][CH2:17][CH2:18][CH2:19][CH2:20][O:21][P:22](=[O:25])([OH:24])[OH:23])C1C=CC=CC=1. Product: [OH:8][CH2:9][CH2:10][CH2:11][CH2:12][CH2:13][CH2:14][CH2:15][CH2:16][CH2:17][CH2:18][CH2:19][CH2:20][O:21][P:22](=[O:23])([OH:24])[OH:25]. The catalyst class is: 5. (5) Reactant: Cl.[OH:2][C@@H:3]1[CH2:7][CH2:6][NH:5][CH2:4]1.[N+:8]([C:11]1[CH:21]=[CH:20][C:14]([CH2:15][O:16][C:17](Cl)=[O:18])=[CH:13][CH:12]=1)([O-:10])=[O:9].C(N(CC)CC)C. Product: [OH:2][C@@H:3]1[CH2:7][CH2:6][N:5]([C:17]([O:16][CH2:15][C:14]2[CH:13]=[CH:12][C:11]([N+:8]([O-:10])=[O:9])=[CH:21][CH:20]=2)=[O:18])[CH2:4]1. The catalyst class is: 2.